Predict the reaction yield, written as a fraction of the theoretical maximum amount of product (1.0 means a 100% yield; for example, 0.34 means a 34% yield). From a dataset of Reaction yield outcomes from USPTO patents with 853,638 reactions. (1) The reactants are O[Li].O.[CH3:4][O:5][C:6]1[C:7]([CH2:32][CH2:33][C:34]2[CH:39]=[CH:38][CH:37]=[CH:36][C:35]=2[CH2:40][C:41]([O:43]C)=[O:42])=[N:8][C:9]([NH:12][C:13]2[CH:18]=[CH:17][C:16]([CH:19]3[CH2:24][CH2:23][N:22]([C:25]([O:27][C:28]([CH3:31])([CH3:30])[CH3:29])=[O:26])[CH2:21][CH2:20]3)=[CH:15][CH:14]=2)=[N:10][CH:11]=1. The catalyst is C1COCC1.O.CO. The product is [C:28]([O:27][C:25]([N:22]1[CH2:23][CH2:24][CH:19]([C:16]2[CH:15]=[CH:14][C:13]([NH:12][C:9]3[N:8]=[C:7]([CH2:32][CH2:33][C:34]4[CH:39]=[CH:38][CH:37]=[CH:36][C:35]=4[CH2:40][C:41]([OH:43])=[O:42])[C:6]([O:5][CH3:4])=[CH:11][N:10]=3)=[CH:18][CH:17]=2)[CH2:20][CH2:21]1)=[O:26])([CH3:31])([CH3:30])[CH3:29]. The yield is 0.920. (2) The reactants are [N:1]1([C:10]2[O:11][C:12]([CH2:25][CH2:26][C:27]([O:29]C)=[O:28])=[C:13]([C:15]3[CH:20]=[CH:19][C:18]([C:21]([F:24])([F:23])[F:22])=[CH:17][CH:16]=3)[N:14]=2)[C:5]2[CH:6]=[CH:7][CH:8]=[CH:9][C:4]=2[N:3]=[CH:2]1.[OH-].[Na+].O1CCCC1.Cl. The catalyst is C(O)C. The product is [N:1]1([C:10]2[O:11][C:12]([CH2:25][CH2:26][C:27]([OH:29])=[O:28])=[C:13]([C:15]3[CH:16]=[CH:17][C:18]([C:21]([F:24])([F:23])[F:22])=[CH:19][CH:20]=3)[N:14]=2)[C:5]2[CH:6]=[CH:7][CH:8]=[CH:9][C:4]=2[N:3]=[CH:2]1. The yield is 0.830. (3) The reactants are [Cl:1][C:2]1[CH:3]=[CH:4][C:5]2[C:10]([CH:11]=1)=[CH:9][N:8]([CH2:12][C:13]1[CH:14]=[C:15]([CH:19]=[CH:20][N:21]=1)[C:16]([OH:18])=O)[C:7](=[O:22])[CH:6]=2.Cl.[NH2:24][CH2:25][C:26]1[C:27]([CH3:33])=[CH:28][C:29]([NH2:32])=[N:30][CH:31]=1.CN(C(ON1N=NC2C=CC=NC1=2)=[N+](C)C)C.F[P-](F)(F)(F)(F)F.CCN(CC)CC. The catalyst is CN(C=O)C.O.CCOC(C)=O. The product is [NH2:32][C:29]1[N:30]=[CH:31][C:26]([CH2:25][NH:24][C:16](=[O:18])[C:15]2[CH:19]=[CH:20][N:21]=[C:13]([CH2:12][N:8]3[C:7](=[O:22])[CH:6]=[C:5]4[C:10]([CH:11]=[C:2]([Cl:1])[CH:3]=[CH:4]4)=[CH:9]3)[CH:14]=2)=[C:27]([CH3:33])[CH:28]=1. The yield is 0.360.